Dataset: Peptide-MHC class II binding affinity with 134,281 pairs from IEDB. Task: Regression. Given a peptide amino acid sequence and an MHC pseudo amino acid sequence, predict their binding affinity value. This is MHC class II binding data. (1) The peptide sequence is GELQIVSKIDAAFKI. The MHC is DRB1_0701 with pseudo-sequence DRB1_0701. The binding affinity (normalized) is 0.958. (2) The peptide sequence is AYVYFASDASTYTTG. The MHC is DRB1_0701 with pseudo-sequence DRB1_0701. The binding affinity (normalized) is 0.615. (3) The binding affinity (normalized) is 0.191. The MHC is HLA-DQA10401-DQB10402 with pseudo-sequence HLA-DQA10401-DQB10402. The peptide sequence is KTMAVCTNAKVTAKG. (4) The peptide sequence is INEPTAAAIAYGLDE. The MHC is HLA-DQA10102-DQB10602 with pseudo-sequence HLA-DQA10102-DQB10602. The binding affinity (normalized) is 0.827. (5) The peptide sequence is VLSYVIGLLPQDMVI. The MHC is DRB1_1501 with pseudo-sequence DRB1_1501. The binding affinity (normalized) is 0.187. (6) The peptide sequence is YDKFLANVSTVATGK. The MHC is DRB1_1101 with pseudo-sequence DRB1_1101. The binding affinity (normalized) is 0.568. (7) The binding affinity (normalized) is 0.509. The MHC is HLA-DQA10401-DQB10402 with pseudo-sequence HLA-DQA10401-DQB10402. The peptide sequence is AAATAGTVVYGAFAA. (8) The peptide sequence is ERIKSEYMTSWFYDN. The MHC is DRB3_0301 with pseudo-sequence DRB3_0301. The binding affinity (normalized) is 0.341. (9) The peptide sequence is GDKVAYALAQGLKVI. The MHC is DRB1_1302 with pseudo-sequence DRB1_1302. The binding affinity (normalized) is 0.996. (10) The MHC is HLA-DPA10301-DPB10402 with pseudo-sequence HLA-DPA10301-DPB10402. The binding affinity (normalized) is 0.573. The peptide sequence is VEDNLVKLKNVLNVY.